From a dataset of Forward reaction prediction with 1.9M reactions from USPTO patents (1976-2016). Predict the product of the given reaction. Given the reactants [Cl:1][C:2]1[S:6][C:5]([CH2:7][O:8][CH2:9][C:10]2[O:14][N:13]=[C:12]([C:15]([O:17]CC)=[O:16])[CH:11]=2)=[CH:4][CH:3]=1.[OH-].[Na+], predict the reaction product. The product is: [Cl:1][C:2]1[S:6][C:5]([CH2:7][O:8][CH2:9][C:10]2[O:14][N:13]=[C:12]([C:15]([OH:17])=[O:16])[CH:11]=2)=[CH:4][CH:3]=1.